Dataset: Reaction yield outcomes from USPTO patents with 853,638 reactions. Task: Predict the reaction yield, written as a fraction of the theoretical maximum amount of product (1.0 means a 100% yield; for example, 0.34 means a 34% yield). (1) The reactants are [Cl:1][C:2]1[C:10]([O:11][CH2:12][CH:13]2[O:15][CH2:14]2)=[CH:9][C:8]([C:16]2[N:17]([C:32]([O:34][C:35]([CH3:38])([CH3:37])[CH3:36])=[O:33])[C:18]3[C:23]([CH:24]=2)=[CH:22][C:21]([CH2:25][N:26]2[CH2:31][CH2:30][CH2:29][CH2:28][CH2:27]2)=[CH:20][CH:19]=3)=[C:7]2[C:3]=1[CH2:4][NH:5][C:6]2=[O:39].[NH:40]1[CH2:45][CH2:44][CH2:43][CH2:42][CH2:41]1.O. The catalyst is CN(C)C(=O)C. The product is [Cl:1][C:2]1[C:10]([O:11][CH2:12][CH:13]([OH:15])[CH2:14][N:40]2[CH2:45][CH2:44][CH2:43][CH2:42][CH2:41]2)=[CH:9][C:8]([C:16]2[N:17]([C:32]([O:34][C:35]([CH3:36])([CH3:38])[CH3:37])=[O:33])[C:18]3[C:23]([CH:24]=2)=[CH:22][C:21]([CH2:25][N:26]2[CH2:27][CH2:28][CH2:29][CH2:30][CH2:31]2)=[CH:20][CH:19]=3)=[C:7]2[C:3]=1[CH2:4][NH:5][C:6]2=[O:39]. The yield is 0.700. (2) The reactants are [CH3:1][NH:2][C:3]1[N:8]=[C:7]([CH2:9][CH2:10][CH2:11][CH2:12][C:13]2[CH:25]=[CH:24][C:16]([CH2:17][C@@H:18]([C:20]([O:22]C)=[O:21])[NH2:19])=[CH:15][CH:14]=2)[CH:6]=[CH:5][CH:4]=1.[Cl:26][C:27]1[CH:35]=[CH:34][CH:33]=[CH:32][C:28]=1[C:29](O)=[O:30].CN1CCOCC1.CN(C(ON1N=NC2C=CC=CC1=2)=[N+](C)C)C.[B-](F)(F)(F)F.[Li+].[OH-]. The catalyst is CN(C=O)C. The product is [Cl:26][C:27]1[CH:35]=[CH:34][CH:33]=[CH:32][C:28]=1[C:29]([NH:19][C@H:18]([C:20]([OH:22])=[O:21])[CH2:17][C:16]1[CH:24]=[CH:25][C:13]([CH2:12][CH2:11][CH2:10][CH2:9][C:7]2[CH:6]=[CH:5][CH:4]=[C:3]([NH:2][CH3:1])[N:8]=2)=[CH:14][CH:15]=1)=[O:30]. The yield is 0.580.